Dataset: Forward reaction prediction with 1.9M reactions from USPTO patents (1976-2016). Task: Predict the product of the given reaction. (1) The product is: [C:8]([C:5]1[CH:4]=[CH:3][C:2]([O:1][CH2:15][CH2:16][CH2:17][C:18]([O:20][CH2:21][CH3:22])=[O:19])=[CH:7][CH:6]=1)(=[O:13])[CH2:9][CH2:10][CH2:11][CH3:12]. Given the reactants [OH:1][C:2]1[CH:7]=[CH:6][C:5]([C:8](=[O:13])[CH2:9][CH2:10][CH2:11][CH3:12])=[CH:4][CH:3]=1.Br[CH2:15][CH2:16][CH2:17][C:18]([O:20][CH2:21][CH3:22])=[O:19].C([O-])([O-])=O.[K+].[K+], predict the reaction product. (2) Given the reactants [H-].[Al+3].[Li+].[H-].[H-].[H-].[Cl:7][C:8]1[CH:16]=[C:15]2[C:11]([C:12]([CH2:27][CH:28]([CH3:30])[CH3:29])=[CH:13][N:14]2[C:17]2[S:18][CH:19]=[C:20]([C:22](OCC)=[O:23])[N:21]=2)=[CH:10][CH:9]=1.[OH-].[Na+].CCOCC, predict the reaction product. The product is: [Cl:7][C:8]1[CH:16]=[C:15]2[C:11]([C:12]([CH2:27][CH:28]([CH3:30])[CH3:29])=[CH:13][N:14]2[C:17]2[S:18][CH:19]=[C:20]([CH2:22][OH:23])[N:21]=2)=[CH:10][CH:9]=1. (3) Given the reactants [CH2:1]([OH:8])[C:2]1[CH:7]=[CH:6][CH:5]=[CH:4][CH:3]=1.CC([O-])(C)C.[K+].F[C:16]1[CH:21]=[CH:20][C:19]([C:22](=[O:24])[CH3:23])=[CH:18][C:17]=1[C:25]([F:28])([F:27])[F:26], predict the reaction product. The product is: [CH2:1]([O:8][C:16]1[CH:21]=[CH:20][C:19]([C:22](=[O:24])[CH3:23])=[CH:18][C:17]=1[C:25]([F:26])([F:27])[F:28])[C:2]1[CH:7]=[CH:6][CH:5]=[CH:4][CH:3]=1. (4) Given the reactants [O:1]=[C:2]1[C:11]2[C:6](=[CH:7][C:8]([C:12]([O:14][CH3:15])=[O:13])=[CH:9][CH:10]=2)[N:5]=[CH:4][NH:3]1.C(=O)([O-])[O-].[K+].[K+].[F:22][C:23]([F:33])([F:32])[C:24]1[CH:25]=[C:26]([CH:29]=[CH:30][CH:31]=1)[CH2:27]Br, predict the reaction product. The product is: [O:1]=[C:2]1[C:11]2[C:6](=[CH:7][C:8]([C:12]([O:14][CH3:15])=[O:13])=[CH:9][CH:10]=2)[N:5]=[CH:4][N:3]1[CH2:27][C:26]1[CH:29]=[CH:30][CH:31]=[C:24]([C:23]([F:22])([F:32])[F:33])[CH:25]=1. (5) Given the reactants [Br:1][C:2]1[C:3]([C:27]([CH3:30])([CH3:29])[CH3:28])=[N:4][N:5]2[C:10]([C:11]3[CH:16]=[CH:15][C:14]([CH3:17])=[CH:13][CH:12]=3)=[C:9]([CH:18]([CH2:23][CH2:24][CH3:25])[C:19]([O:21]C)=[O:20])[C:8]([CH3:26])=[N:7][C:6]=12.[OH-].[Li+], predict the reaction product. The product is: [Br:1][C:2]1[C:3]([C:27]([CH3:28])([CH3:30])[CH3:29])=[N:4][N:5]2[C:10]([C:11]3[CH:12]=[CH:13][C:14]([CH3:17])=[CH:15][CH:16]=3)=[C:9]([CH:18]([CH2:23][CH2:24][CH3:25])[C:19]([OH:21])=[O:20])[C:8]([CH3:26])=[N:7][C:6]=12.